This data is from Forward reaction prediction with 1.9M reactions from USPTO patents (1976-2016). The task is: Predict the product of the given reaction. Given the reactants [CH2:1]([O:3][C:4](=[O:13])[NH:5][C:6]1[C:7](Br)=[N:8][CH:9]=[CH:10][CH:11]=1)[CH3:2].C(N(CC)CC)C.[CH3:21][Si:22]([C:25]#[CH:26])([CH3:24])[CH3:23], predict the reaction product. The product is: [CH2:1]([O:3][C:4](=[O:13])[NH:5][C:6]1[C:7]([C:26]#[C:25][Si:22]([CH3:24])([CH3:23])[CH3:21])=[N:8][CH:9]=[CH:10][CH:11]=1)[CH3:2].